The task is: Regression. Given a peptide amino acid sequence and an MHC pseudo amino acid sequence, predict their binding affinity value. This is MHC class II binding data.. This data is from Peptide-MHC class II binding affinity with 134,281 pairs from IEDB. (1) The MHC is DRB1_0101 with pseudo-sequence DRB1_0101. The peptide sequence is LLSTRDLAF. The binding affinity (normalized) is 0.362. (2) The peptide sequence is SQDLELSWTLNGLQAY. The MHC is DRB1_0802 with pseudo-sequence DRB1_0802. The binding affinity (normalized) is 0.242. (3) The peptide sequence is GQHTLPRCWLIRNGS. The MHC is DRB1_1101 with pseudo-sequence DRB1_1101. The binding affinity (normalized) is 0.356. (4) The peptide sequence is YVYEPFPKEVWEQIF. The MHC is DRB3_0101 with pseudo-sequence DRB3_0101. The binding affinity (normalized) is 0.258. (5) The peptide sequence is SRKRRSHDVLTVQFL. The MHC is DRB1_1301 with pseudo-sequence DRB1_1301. The binding affinity (normalized) is 0.744.